From a dataset of Forward reaction prediction with 1.9M reactions from USPTO patents (1976-2016). Predict the product of the given reaction. Given the reactants [F:1][C:2]1[CH:3]=[C:4]([CH:18]=[CH:19][C:20]=1[O:21][CH3:22])[C:5]([C:7]1[C:16](=[O:17])[C:15]2[C:10](=[CH:11][CH:12]=[CH:13][N:14]=2)[NH:9][CH:8]=1)=[O:6].[Br:23][C:24]1[CH:29]=[CH:28][CH:27]=[C:26]([CH2:30]Br)[N:25]=1.[CH3:32]N(C)C=O, predict the reaction product. The product is: [Br:23][C:24]1[N:25]=[C:26]([CH2:30][N:9]2[C:10]3[C:15](=[N:14][C:13]([CH3:32])=[CH:12][CH:11]=3)[C:16](=[O:17])[C:7]([C:5](=[O:6])[C:4]3[CH:18]=[CH:19][C:20]([O:21][CH3:22])=[C:2]([F:1])[CH:3]=3)=[CH:8]2)[CH:27]=[CH:28][CH:29]=1.